From a dataset of Full USPTO retrosynthesis dataset with 1.9M reactions from patents (1976-2016). Predict the reactants needed to synthesize the given product. (1) Given the product [ClH:1].[CH2:8]([O:15][C:16]([NH:18][CH2:19][CH:20]1[CH2:23][NH:22][CH2:21]1)=[O:17])[C:9]1[CH:10]=[CH:11][CH:12]=[CH:13][CH:14]=1, predict the reactants needed to synthesize it. The reactants are: [ClH:1].C(OCC)(=O)C.[CH2:8]([O:15][C:16]([NH:18][CH2:19][CH:20]1[CH2:23][N:22](C(OC(C)(C)C)=O)[CH2:21]1)=[O:17])[C:9]1[CH:14]=[CH:13][CH:12]=[CH:11][CH:10]=1. (2) Given the product [NH2:39][C:40]1[CH:45]=[C:44]([C:2]2[C:10]3[C:9]([NH:11][C@H:12]([C:14]4[N:19]([C:20]5[CH:25]=[CH:24][CH:23]=[CH:22][CH:21]=5)[C:18](=[O:26])[C:17]5=[C:27]([CH3:30])[CH:28]=[CH:29][N:16]5[N:15]=4)[CH3:13])=[N:8][CH:7]=[N:6][C:5]=3[N:4]([CH2:31][O:32][CH2:33][CH2:34][Si:35]([CH3:38])([CH3:37])[CH3:36])[CH:3]=2)[CH:43]=[C:42]([OH:55])[CH:41]=1, predict the reactants needed to synthesize it. The reactants are: Br[C:2]1[C:10]2[C:9]([NH:11][C@H:12]([C:14]3[N:19]([C:20]4[CH:25]=[CH:24][CH:23]=[CH:22][CH:21]=4)[C:18](=[O:26])[C:17]4=[C:27]([CH3:30])[CH:28]=[CH:29][N:16]4[N:15]=3)[CH3:13])=[N:8][CH:7]=[N:6][C:5]=2[N:4]([CH2:31][O:32][CH2:33][CH2:34][Si:35]([CH3:38])([CH3:37])[CH3:36])[CH:3]=1.[NH2:39][C:40]1[CH:41]=[C:42]([OH:55])[CH:43]=[C:44](B2OC(C)(C)C(C)(C)O2)[CH:45]=1.C(=O)([O-])[O-].[Na+].[Na+]. (3) The reactants are: [NH2:1][C:2]1[CH:7]=[CH:6][C:5]([CH:8]2[CH2:13][NH:12][C:11](=O)[CH2:10][S:9]2)=[CH:4][CH:3]=1.[H-].[Al+3].[Li+].[H-].[H-].[H-].[O-]S([O-])(=O)=O.[Na+].[Na+]. Given the product [NH2:1][C:2]1[CH:3]=[CH:4][C:5]([CH:8]2[CH2:13][NH:12][CH2:11][CH2:10][S:9]2)=[CH:6][CH:7]=1, predict the reactants needed to synthesize it. (4) Given the product [N:23]1([CH2:29][CH2:30][CH2:31][NH:32][C:33]2[C:45]3[C:44]4[C:39](=[CH:40][C:41]([C:46]([O:48][CH3:49])=[O:47])=[CH:42][CH:43]=4)[NH:38][C:37]=3[N:36]=[C:35]([CH2:50][C:51]3[CH:56]=[CH:55][CH:54]=[C:53]([C:57](=[O:62])[C:58]([F:59])([F:61])[F:60])[CH:52]=3)[N:34]=2)[CH2:24][CH2:25][CH2:26][CH2:27][CH2:28]1, predict the reactants needed to synthesize it. The reactants are: CC(OI1(OC(C)=O)(OC(C)=O)OC(=O)C2C=CC=CC1=2)=O.[N:23]1([CH2:29][CH2:30][CH2:31][NH:32][C:33]2[C:45]3[C:44]4[C:39](=[CH:40][C:41]([C:46]([O:48][CH3:49])=[O:47])=[CH:42][CH:43]=4)[NH:38][C:37]=3[N:36]=[C:35]([CH2:50][C:51]3[CH:56]=[CH:55][CH:54]=[C:53]([CH:57]([OH:62])[C:58]([F:61])([F:60])[F:59])[CH:52]=3)[N:34]=2)[CH2:28][CH2:27][CH2:26][CH2:25][CH2:24]1. (5) Given the product [CH2:13]([O:12][C:10](=[O:11])/[CH:9]=[CH:8]/[C:3]1[CH:4]=[CH:5][CH:6]=[CH:7][C:2]=1[N:20]1[CH2:19][CH2:18][N:17]([C:21]([O:23][C:24]([CH3:26])([CH3:25])[CH3:27])=[O:22])[C:16]1=[O:15])[CH3:14], predict the reactants needed to synthesize it. The reactants are: Br[C:2]1[CH:7]=[CH:6][CH:5]=[CH:4][C:3]=1/[CH:8]=[CH:9]/[C:10]([O:12][CH2:13][CH3:14])=[O:11].[O:15]=[C:16]1[NH:20][CH2:19][CH2:18][N:17]1[C:21]([O:23][C:24]([CH3:27])([CH3:26])[CH3:25])=[O:22].[O-]P([O-])([O-])=O.[K+].[K+].[K+].CN[C@@H]1CCCC[C@H]1NC. (6) Given the product [CH2:1]([NH:8][C:9]([C:11]1[S:15][C:14]([CH:29]=[O:30])=[N:13][C:12]=1[CH3:16])=[O:10])[C:2]1[CH:3]=[CH:4][CH:5]=[CH:6][CH:7]=1, predict the reactants needed to synthesize it. The reactants are: [CH2:1]([NH:8][C:9]([C:11]1[S:15][CH:14]=[N:13][C:12]=1[CH3:16])=[O:10])[C:2]1[CH:7]=[CH:6][CH:5]=[CH:4][CH:3]=1.C[Si]([N-][Si](C)(C)C)(C)C.[Li+].CN(C)[CH:29]=[O:30].